Dataset: Full USPTO retrosynthesis dataset with 1.9M reactions from patents (1976-2016). Task: Predict the reactants needed to synthesize the given product. (1) Given the product [Cl:1][C:2]1[CH:3]=[C:4]([C:5]([NH:30][CH2:29][C:28]([F:32])([F:31])[F:27])=[O:6])[CH:8]=[CH:9][C:10]=1[C:11]([NH:12][C:13]1[CH:18]=[CH:17][C:16]([Cl:19])=[C:15]([C:20]2[CH:25]=[CH:24][CH:23]=[CH:22][N:21]=2)[CH:14]=1)=[O:26], predict the reactants needed to synthesize it. The reactants are: [Cl:1][C:2]1[CH:3]=[C:4]([CH:8]=[CH:9][C:10]=1[C:11](=[O:26])[NH:12][C:13]1[CH:18]=[CH:17][C:16]([Cl:19])=[C:15]([C:20]2[CH:25]=[CH:24][CH:23]=[CH:22][N:21]=2)[CH:14]=1)[C:5](O)=[O:6].[F:27][C:28]([F:32])([F:31])[CH2:29][NH2:30]. (2) The reactants are: Cl[C:2]1[CH:7]=[C:6]([Cl:8])[N:5]=[CH:4][C:3]=1[CH2:9][N:10]([C:19]1[C:24]([F:25])=[C:23]([O:26][CH3:27])[CH:22]=[C:21]([O:28][CH3:29])[C:20]=1[F:30])[C:11](=[O:18])[CH2:12][C:13]([O:15][CH2:16][CH3:17])=[O:14].[H-].[Na+].[NH4+].[Cl-]. Given the product [Cl:8][C:6]1[CH:7]=[C:2]2[C:3](=[CH:4][N:5]=1)[CH2:9][N:10]([C:19]1[C:24]([F:25])=[C:23]([O:26][CH3:27])[CH:22]=[C:21]([O:28][CH3:29])[C:20]=1[F:30])[C:11](=[O:18])[CH:12]2[C:13]([O:15][CH2:16][CH3:17])=[O:14], predict the reactants needed to synthesize it. (3) Given the product [F:42][C:41]([F:44])([F:43])[C:39]([OH:45])=[O:40].[NH2:5][C@@H:9]([CH2:10][CH3:11])[C:12]([NH:14][C@@H:15]([CH2:31][CH2:32][C:33]1[CH:38]=[CH:37][CH:36]=[CH:35][CH:34]=1)/[CH:16]=[CH:17]/[C:18]([NH:20][C:21]1[S:22][C:23]([C:26]2([CH3:30])[CH2:29][CH2:28][CH2:27]2)=[N:24][N:25]=1)=[O:19])=[O:13], predict the reactants needed to synthesize it. The reactants are: CC([N:5]([C@H:9]([C:12]([NH:14][C@@H:15]([CH2:31][CH2:32][C:33]1[CH:38]=[CH:37][CH:36]=[CH:35][CH:34]=1)/[CH:16]=[CH:17]/[C:18]([NH:20][C:21]1[S:22][C:23]([C:26]2([CH3:30])[CH2:29][CH2:28][CH2:27]2)=[N:24][N:25]=1)=[O:19])=[O:13])[CH2:10][CH3:11])C(=O)[O-])(C)C.[C:39]([OH:45])([C:41]([F:44])([F:43])[F:42])=[O:40]. (4) Given the product [C:3]([O:38][C:35](=[O:36])[CH2:25][C:26]([C:27]1[CH:33]=[CH:31][CH:32]=[C:23]([C:13]2[CH:18]=[N:17][C:16]([CH:19]3[CH2:21][CH2:20]3)=[CH:15][CH:14]=2)[CH:28]=1)=[O:41])([CH3:4])([CH3:8])[CH3:1], predict the reactants needed to synthesize it. The reactants are: [C:1]([C:3]1[CH:4]=C(B(O)O)C=C[CH:8]=1)#N.Br[C:13]1[CH:14]=[CH:15][C:16]([CH:19]2[CH2:21][CH2:20]2)=[N:17][CH:18]=1.Br[C:23]1[CH:28]=[CH:27][C:26](Br)=[CH:25]N=1.[Cl-].[CH:31]1([Zn+])[CH2:33][CH2:32]1.[C:35]([O-:38])(O)=[O:36].[Na+].C([O-])([O-])=[O:41].[K+].[K+]. (5) Given the product [CH3:1][C@H:2]1[N:7]([C:8]2[CH:13]=[CH:12][C:11]([C:14]([F:15])([F:17])[F:16])=[CH:10][N:9]=2)[CH2:6][CH2:5][N:4]([CH2:18][C:19]2[C:20]([C:24]3[NH:25][CH:26]=[C:27]([C:29]([NH2:30])=[O:32])[N:28]=3)=[N:21][NH:22][CH:23]=2)[CH2:3]1, predict the reactants needed to synthesize it. The reactants are: [CH3:1][C@H:2]1[N:7]([C:8]2[CH:13]=[CH:12][C:11]([C:14]([F:17])([F:16])[F:15])=[CH:10][N:9]=2)[CH2:6][CH2:5][N:4]([CH2:18][C:19]2[C:20]([C:24]3[NH:25][CH:26]=[C:27]([C:29]#[N:30])[N:28]=3)=[N:21][NH:22][CH:23]=2)[CH2:3]1.C([O-])([O-])=[O:32].[K+].[K+].OO. (6) Given the product [CH:27]1([C:26]2[O:25][N:24]=[C:23]([C:30]3[CH:35]=[CH:34][CH:33]=[CH:32][C:31]=3[O:36][C:37]([F:40])([F:39])[F:38])[C:22]=2[CH2:21][O:17][CH:11]2[CH2:10][CH2:9][N:8]([C:1]([O:3][C:4]([CH3:7])([CH3:6])[CH3:5])=[O:2])[CH2:13][CH2:12]2)[CH2:29][CH2:28]1, predict the reactants needed to synthesize it. The reactants are: [C:1]([N:8]1[CH2:13][CH2:12][CH2:11][CH2:10][CH2:9]1)([O:3][C:4]([CH3:7])([CH3:6])[CH3:5])=[O:2].CC(C)([O-:17])C.[K+].Br[CH2:21][C:22]1[C:23]([C:30]2[CH:35]=[CH:34][CH:33]=[CH:32][C:31]=2[O:36][C:37]([F:40])([F:39])[F:38])=[N:24][O:25][C:26]=1[CH:27]1[CH2:29][CH2:28]1.